From a dataset of Catalyst prediction with 721,799 reactions and 888 catalyst types from USPTO. Predict which catalyst facilitates the given reaction. (1) Reactant: O[Li].O.[Br:4][C:5]1[CH:6]=[CH:7][C:8]2[N:9]([CH2:19][CH:20]3[O:24]C(=O)[N:22]([C:26]4[CH:31]=[CH:30][CH:29]=[CH:28][N:27]=4)[CH2:21]3)[C:10]3[C:15]([C:16]=2[CH:17]=1)=[CH:14][C:13]([Br:18])=[CH:12][CH:11]=3.C1COCC1. Product: [Br:18][C:13]1[CH:12]=[CH:11][C:10]2[N:9]([CH2:19][CH:20]([OH:24])[CH2:21][NH:22][C:26]3[CH:31]=[CH:30][CH:29]=[CH:28][N:27]=3)[C:8]3[C:16]([C:15]=2[CH:14]=1)=[CH:17][C:5]([Br:4])=[CH:6][CH:7]=3. The catalyst class is: 6. (2) Reactant: Br[C:2]1[CH:3]=[CH:4][C:5]([C:8]([O:10][CH2:11][C:12]2[CH:17]=[CH:16][CH:15]=[CH:14][CH:13]=2)=[O:9])=[N:6][CH:7]=1.[Br-].[CH:19]1([Zn+])[CH2:21][CH2:20]1. Product: [CH:19]1([C:2]2[CH:3]=[CH:4][C:5]([C:8]([O:10][CH2:11][C:12]3[CH:17]=[CH:16][CH:15]=[CH:14][CH:13]=3)=[O:9])=[N:6][CH:7]=2)[CH2:21][CH2:20]1. The catalyst class is: 176. (3) Reactant: [CH:1]([N:4]([CH3:30])[C:5]1[C:6]([C:19]2[CH:20]=[N:21][C:22]([N:25]3[CH2:29][CH2:28][CH2:27][CH2:26]3)=[CH:23][CH:24]=2)=[N:7][C:8]2[C:13]([N:14]=1)=[CH:12][C:11]([C:15]([O:17]C)=[O:16])=[CH:10][CH:9]=2)([CH3:3])[CH3:2].[OH-].[Na+].O. Product: [CH:1]([N:4]([CH3:30])[C:5]1[C:6]([C:19]2[CH:20]=[N:21][C:22]([N:25]3[CH2:29][CH2:28][CH2:27][CH2:26]3)=[CH:23][CH:24]=2)=[N:7][C:8]2[C:13]([N:14]=1)=[CH:12][C:11]([C:15]([OH:17])=[O:16])=[CH:10][CH:9]=2)([CH3:3])[CH3:2]. The catalyst class is: 5. (4) Reactant: C([O:8][C:9]1[CH:30]=[C:29]([Cl:31])[C:12]([CH2:13][C@@H:14]2[CH2:18][CH2:17][N:16]([C@H:19]3[CH2:27][CH2:26][C:25]4[C:21](=[CH:22][NH:23][N:24]=4)[CH2:20]3)[C:15]2=[O:28])=[C:11]([Cl:32])[CH:10]=1)C1C=CC=CC=1.[H][H]. Product: [OH:8][C:9]1[CH:30]=[C:29]([Cl:31])[C:12]([CH2:13][C@@H:14]2[CH2:18][CH2:17][N:16]([C@H:19]3[CH2:27][CH2:26][C:25]4[C:21](=[CH:22][NH:23][N:24]=4)[CH2:20]3)[C:15]2=[O:28])=[C:11]([Cl:32])[CH:10]=1. The catalyst class is: 261. (5) Reactant: [CH:1]1([N:7]2[C:12](=[O:13])[CH2:11][C:10](=[O:14])[N:9]([CH2:15][CH2:16][CH2:17][CH2:18][CH2:19][C:20]([O:22]CC)=[O:21])[C:8]2=[O:25])[CH2:6][CH2:5][CH2:4][CH2:3][CH2:2]1.C(N(C(C)C)CC)(C)C.[N:35]([CH2:38][C:39]([O:41]CC)=[O:40])=[C:36]=[S:37]. Product: [C:39]([CH2:38][NH:35][C:36]([C:11]1[C:12](=[O:13])[N:7]([CH:1]2[CH2:2][CH2:3][CH2:4][CH2:5][CH2:6]2)[C:8](=[O:25])[N:9]([CH2:15][CH2:16][CH2:17][CH2:18][CH2:19][C:20]([OH:22])=[O:21])[C:10]=1[OH:14])=[S:37])([OH:41])=[O:40]. The catalyst class is: 22. (6) Reactant: [Cl:1][C:2]1[C:3]([CH3:27])=[C:4]([NH:10][C@H:11]([C@@H:24]([OH:26])[CH3:25])[C:12]([NH:14][CH2:15][C:16](=[O:23])[C:17]2[CH:22]=[CH:21][CH:20]=[CH:19][CH:18]=2)=[O:13])[CH:5]=[CH:6][C:7]=1[C:8]#[N:9].CN(C=O)C.N1C=CN=C1.[C:38]([Si:42](Cl)([CH3:44])[CH3:43])([CH3:41])([CH3:40])[CH3:39]. Product: [Si:42]([O:26][C@@H:24]([CH3:25])[C@@H:11]([NH:10][C:4]1[CH:5]=[CH:6][C:7]([C:8]#[N:9])=[C:2]([Cl:1])[C:3]=1[CH3:27])[C:12]([NH:14][CH2:15][C:16](=[O:23])[C:17]1[CH:22]=[CH:21][CH:20]=[CH:19][CH:18]=1)=[O:13])([C:38]([CH3:41])([CH3:40])[CH3:39])([CH3:44])[CH3:43]. The catalyst class is: 161.